From a dataset of Catalyst prediction with 721,799 reactions and 888 catalyst types from USPTO. Predict which catalyst facilitates the given reaction. (1) Reactant: CC1[N:3]([C:8]2[N:13]=[C:12]([CH2:14][C:15]([NH:17][C:18]3[CH:23]=[CH:22][C:21]([NH:24][C:25](=[O:40])[C:26]4[CH:31]=[CH:30][C:29]([CH3:32])=[N:28][C:27]=4[N:33]4[CH2:38][CH2:37][CH:36]([CH3:39])[CH2:35][CH2:34]4)=[CH:20][CH:19]=3)=[O:16])[CH:11]=[CH:10][CH:9]=2)C(C)=CC=1.Cl.NO.C(N(CC)CC)C. Product: [NH2:3][C:8]1[N:13]=[C:12]([CH2:14][C:15]([NH:17][C:18]2[CH:19]=[CH:20][C:21]([NH:24][C:25](=[O:40])[C:26]3[CH:31]=[CH:30][C:29]([CH3:32])=[N:28][C:27]=3[N:33]3[CH2:38][CH2:37][CH:36]([CH3:39])[CH2:35][CH2:34]3)=[CH:22][CH:23]=2)=[O:16])[CH:11]=[CH:10][CH:9]=1. The catalyst class is: 40. (2) Reactant: [Cl:1][C:2]1[C:7]2[C:8](=[O:12])[NH:9][CH:10](O)[C:6]=2[C:5]([F:13])=[C:4]([Cl:14])[N:3]=1.ClCCl.FC(F)(F)C(O)=O.C([SiH](CC)CC)C. Product: [Cl:1][C:2]1[C:7]2[C:8](=[O:12])[NH:9][CH2:10][C:6]=2[C:5]([F:13])=[C:4]([Cl:14])[N:3]=1. The catalyst class is: 282.